This data is from Experimentally validated miRNA-target interactions with 360,000+ pairs, plus equal number of negative samples. The task is: Binary Classification. Given a miRNA mature sequence and a target amino acid sequence, predict their likelihood of interaction. The miRNA is mmu-miR-148b-3p with sequence UCAGUGCAUCACAGAACUUUGU. The protein sequence of the target gene is MGKQNSKLRPEMLQDLRENTEFSELELQEWYKGFLKDCPTGILNVDEFKKIYANFFPYGDASKFAEHVFRTFDTNSDGTIDFREFIIALSVTSRGRLEQKLMWAFSMYDLDGNGYISREEMLEIVQAIYKMVSSVMKMPEDESTPEKRTEKIFRQMDTNNDGKLSLEEFIRGAKSDPSIVRLLQCDPSSASQF. Result: 1 (interaction).